Dataset: Forward reaction prediction with 1.9M reactions from USPTO patents (1976-2016). Task: Predict the product of the given reaction. (1) Given the reactants [Cl:1][C:2]1[CH:3]=[C:4]2[C:10]([C:11]3[N:16]=[C:15]([O:17][C:18]4([C:21]([O:23]C)=[O:22])[CH2:20][CH2:19]4)[CH:14]=[N:13][CH:12]=3)=[CH:9][N:8](S(C3C=CC(C)=CC=3)(=O)=O)[C:5]2=[N:6][CH:7]=1.[OH-].[Na+], predict the reaction product. The product is: [Cl:1][C:2]1[CH:3]=[C:4]2[C:10]([C:11]3[N:16]=[C:15]([O:17][C:18]4([C:21]([OH:23])=[O:22])[CH2:19][CH2:20]4)[CH:14]=[N:13][CH:12]=3)=[CH:9][NH:8][C:5]2=[N:6][CH:7]=1. (2) Given the reactants [F:1][C:2]1[CH:35]=[CH:34][C:5]([C:6](/[N:8]=[C:9]2/[N:10]([C@H:22]3[CH2:27][CH2:26][C@@H:25]([C:28](=[O:33])[NH:29][CH:30]([CH3:32])[CH3:31])[CH2:24][CH2:23]3)[C:11]3[CH:16]=[C:15]([O:17][CH2:18][CH:19]=O)[N:14]=[CH:13][C:12]=3[NH:21]/2)=[O:7])=[CH:4][CH:3]=1.[NH:36]1[CH2:41][CH2:40][CH:39]([C:42]([OH:45])([CH3:44])[CH3:43])[CH2:38][CH2:37]1.[BH-](OC(C)=O)(OC(C)=O)OC(C)=O.[Na+].CO, predict the reaction product. The product is: [NH4+:8].[OH-:7].[F:1][C:2]1[CH:3]=[CH:4][C:5]([C:6](/[N:8]=[C:9]2/[N:10]([C@H:22]3[CH2:23][CH2:24][C@@H:25]([C:28](=[O:33])[NH:29][CH:30]([CH3:32])[CH3:31])[CH2:26][CH2:27]3)[C:11]3[CH:16]=[C:15]([O:17][CH2:18][CH2:19][N:36]4[CH2:41][CH2:40][CH:39]([C:42]([OH:45])([CH3:44])[CH3:43])[CH2:38][CH2:37]4)[N:14]=[CH:13][C:12]=3[NH:21]/2)=[O:7])=[CH:34][CH:35]=1. (3) Given the reactants [N:1]([CH2:4][C@@H:5]1[O:9][C:8](=[O:10])[N:7]([C:11]2[CH:29]=[CH:28][C:14]([C:15]([NH:17][NH:18][C:19](=[O:27])[CH2:20][C:21]3[CH:26]=[CH:25][CH:24]=[CH:23][N:22]=3)=[O:16])=[C:13]([F:30])[CH:12]=2)[CH2:6]1)=[N+]=[N-].OCC1(OC[C@@H](O)[C@@H](O)[C@H]1O)O, predict the reaction product. The product is: [NH2:1][CH2:4][C@@H:5]1[O:9][C:8](=[O:10])[N:7]([C:11]2[CH:29]=[CH:28][C:14]([C:15]([NH:17][NH:18][C:19](=[O:27])[CH2:20][C:21]3[CH:26]=[CH:25][CH:24]=[CH:23][N:22]=3)=[O:16])=[C:13]([F:30])[CH:12]=2)[CH2:6]1. (4) The product is: [F:1][C:2]([F:25])([F:24])[C:3]1[CH:4]=[C:5]([NH:13][C:14]([C:15]2[CH:20]=[C:19]([C:28]3[CH:33]=[CH:32][CH:31]=[CH:30][CH:29]=3)[CH:18]=[CH:17][C:16]=2[OH:22])=[O:23])[CH:6]=[C:7]([C:9]([F:12])([F:11])[F:10])[CH:8]=1. Given the reactants [F:1][C:2]([F:25])([F:24])[C:3]1[CH:4]=[C:5]([NH:13][C:14](=[O:23])[C:15]2[CH:20]=[C:19](I)[CH:18]=[CH:17][C:16]=2[OH:22])[CH:6]=[C:7]([C:9]([F:12])([F:11])[F:10])[CH:8]=1.OB(O)[C:28]1[CH:33]=[CH:32][CH:31]=[CH:30][CH:29]=1.C(=O)([O-])[O-].[Na+].[Na+].Cl, predict the reaction product. (5) Given the reactants [N:1]([C:4]1[N:12]([CH2:13][C:14]2[CH:19]=[CH:18][C:17]([Cl:20])=[CH:16][CH:15]=2)[C:11]2[C:10](=[O:21])[N:9]([CH2:22][CH2:23][CH2:24][O:25][CH:26]3[CH2:31][CH2:30][CH2:29][CH2:28][O:27]3)[C:8](=[O:32])[N:7]([CH3:33])[C:6]=2[N:5]=1)=[N+]=[N-].[H][H], predict the reaction product. The product is: [NH2:1][C:4]1[N:12]([CH2:13][C:14]2[CH:15]=[CH:16][C:17]([Cl:20])=[CH:18][CH:19]=2)[C:11]2[C:10](=[O:21])[N:9]([CH2:22][CH2:23][CH2:24][O:25][CH:26]3[CH2:31][CH2:30][CH2:29][CH2:28][O:27]3)[C:8](=[O:32])[N:7]([CH3:33])[C:6]=2[N:5]=1.